This data is from Full USPTO retrosynthesis dataset with 1.9M reactions from patents (1976-2016). The task is: Predict the reactants needed to synthesize the given product. (1) Given the product [CH3:26][C:23]1[O:22][C:21]([C:18]2[C:19](=[O:20])[NH:14][CH:15]=[N:16][CH:17]=2)=[N:25][CH:24]=1, predict the reactants needed to synthesize it. The reactants are: FC(F)(F)C(O)=O.ClC1C=CC(C[N:14]2[C:19](=[O:20])[C:18]([C:21]3[O:22][C:23]([CH3:26])=[CH:24][N:25]=3)=[CH:17][N:16]=[C:15]2NC2C=CC(OCC3C=CC(OC)=CC=3)=CC=2)=CC=1.C1(OC)C=CC=CC=1. (2) The reactants are: [N:1]([CH:4]([C:6]1[C:7]([I:19])=[N:8][N:9]([CH2:11][O:12][CH2:13][CH2:14][Si:15]([CH3:18])([CH3:17])[CH3:16])[CH:10]=1)[CH3:5])=[N+]=[N-].C1C=CC(P(C2C=CC=CC=2)C2C=CC=CC=2)=CC=1.CCN(CC)CC. Given the product [I:19][C:7]1[C:6]([CH:4]([NH2:1])[CH3:5])=[CH:10][N:9]([CH2:11][O:12][CH2:13][CH2:14][Si:15]([CH3:16])([CH3:18])[CH3:17])[N:8]=1, predict the reactants needed to synthesize it. (3) Given the product [C:27]([O:26][C:24]([N:8]1[CH2:9][CH2:10][C@@H:11]([C:12]2[CH:13]=[CH:14][C:15]([C:18]3[CH:19]=[CH:20][CH:21]=[CH:22][CH:23]=3)=[CH:16][CH:17]=2)[C@H:6]([C:4]([OH:5])=[O:3])[CH2:7]1)=[O:25])([CH3:30])([CH3:28])[CH3:29], predict the reactants needed to synthesize it. The reactants are: C([O:3][C:4]([C@H:6]1[C@H:11]([C:12]2[CH:17]=[CH:16][C:15]([C:18]3[CH:23]=[CH:22][CH:21]=[CH:20][CH:19]=3)=[CH:14][CH:13]=2)[CH2:10][CH2:9][N:8]([C:24]([O:26][C:27]([CH3:30])([CH3:29])[CH3:28])=[O:25])[CH2:7]1)=[O:5])C.[OH-].[K+].Cl. (4) Given the product [CH3:1][N:2]([CH3:28])[CH:3]1[CH2:4][CH2:5][N:6]([C:9]2[CH:14]=[CH:13][C:12]([NH:15][C:16]3[N:21]=[C:20]4[N:22]([CH3:27])[C:23](=[O:26])[N:24]=[CH:25][C:19]4=[CH:18][N:17]=3)=[CH:11][CH:10]=2)[CH2:7][CH2:8]1, predict the reactants needed to synthesize it. The reactants are: [CH3:1][N:2]([CH3:28])[CH:3]1[CH2:8][CH2:7][N:6]([C:9]2[CH:14]=[CH:13][C:12]([NH:15][C:16]3[N:21]=[C:20]4[N:22]([CH3:27])[C:23](=[O:26])[NH:24][CH2:25][C:19]4=[CH:18][N:17]=3)=[CH:11][CH:10]=2)[CH2:5][CH2:4]1.FC(F)(F)C(O)=O.CC(C)([O-])C.[K+]. (5) Given the product [NH2:22][C:11]1[N:12]([C:14]2[CH:15]=[C:16]([OH:20])[CH:17]=[CH:18][CH:19]=2)[N:13]=[C:9]([C:5]([CH3:8])([CH3:7])[CH3:6])[CH:10]=1, predict the reactants needed to synthesize it. The reactants are: [Cl-].[Al+3].[Cl-].[Cl-].[C:5]([C:9]1[CH:10]=[C:11]([NH2:22])[N:12]([C:14]2[CH:19]=[CH:18][CH:17]=[C:16]([O:20]C)[CH:15]=2)[N:13]=1)([CH3:8])([CH3:7])[CH3:6].